This data is from Catalyst prediction with 721,799 reactions and 888 catalyst types from USPTO. The task is: Predict which catalyst facilitates the given reaction. (1) Reactant: [CH2:1](Br)[C:2]1[CH:7]=[CH:6][CH:5]=[CH:4][CH:3]=1.C([O-])([O-])=O.[K+].[K+].[N+:15]([C:18]1[CH:19]=[C:20]([OH:28])[CH:21]=[C:22]2[C:27]=1[N:26]=[CH:25][CH:24]=[CH:23]2)([O-:17])=[O:16]. Product: [CH2:1]([O:28][C:20]1[CH:21]=[C:22]2[C:27](=[C:18]([N+:15]([O-:17])=[O:16])[CH:19]=1)[N:26]=[CH:25][CH:24]=[CH:23]2)[C:2]1[CH:7]=[CH:6][CH:5]=[CH:4][CH:3]=1. The catalyst class is: 31. (2) Reactant: [CH2:1]([O:8][CH:9]1[CH2:14][CH2:13][CH:12]([O:15][CH2:16][CH:17]([C:19]2[CH:24]=[CH:23][CH:22]=[CH:21][CH:20]=2)[OH:18])[CH:11]([F:25])[CH2:10]1)[C:2]1[CH:7]=[CH:6][CH:5]=[CH:4][CH:3]=1.C(N(C(C)C)CC)(C)C.[Si:35](OS(C(F)(F)F)(=O)=O)([C:38]([CH3:41])([CH3:40])[CH3:39])([CH3:37])[CH3:36].O. Product: [CH2:1]([O:8][CH:9]1[CH2:14][CH2:13][CH:12]([O:15][CH2:16][CH:17]([C:19]2[CH:24]=[CH:23][CH:22]=[CH:21][CH:20]=2)[O:18][Si:35]([C:38]([CH3:41])([CH3:40])[CH3:39])([CH3:37])[CH3:36])[CH:11]([F:25])[CH2:10]1)[C:2]1[CH:3]=[CH:4][CH:5]=[CH:6][CH:7]=1. The catalyst class is: 4. (3) Reactant: [H-].[Al+3].[Li+].[H-].[H-].[H-].C([O:9][C:10]([C:12]1([CH2:25][C:26]2[CH:31]=[CH:30][C:29]([F:32])=[CH:28][CH:27]=2)[CH2:17][CH2:16][N:15]([C:18]([O:20][C:21]([CH3:24])([CH3:23])[CH3:22])=[O:19])[CH2:14][CH2:13]1)=O)C. Product: [C:21]([O:20][C:18]([N:15]1[CH2:14][CH2:13][C:12]([CH2:25][C:26]2[CH:27]=[CH:28][C:29]([F:32])=[CH:30][CH:31]=2)([CH2:10][OH:9])[CH2:17][CH2:16]1)=[O:19])([CH3:24])([CH3:22])[CH3:23]. The catalyst class is: 27. (4) The catalyst class is: 2. Product: [CH3:7][S:8]([O:39][CH:35]1[CH2:36][CH2:37][CH2:38][CH:33]([C:30]2[CH:31]=[CH:32][C:27]([C:26]#[C:25][C:22]3[CH:21]=[CH:20][C:19]([C:16]4[CH:15]=[CH:14][C:13]([Cl:12])=[CH:18][CH:17]=4)=[CH:24][N:23]=3)=[CH:28][CH:29]=2)[CH2:34]1)(=[O:10])=[O:9]. Reactant: N1C=CC=CC=1.[CH3:7][S:8](Cl)(=[O:10])=[O:9].[Cl:12][C:13]1[CH:18]=[CH:17][C:16]([C:19]2[CH:20]=[CH:21][C:22]([C:25]#[C:26][C:27]3[CH:32]=[CH:31][C:30]([CH:33]4[CH2:38][CH2:37][CH2:36][CH:35]([OH:39])[CH2:34]4)=[CH:29][CH:28]=3)=[N:23][CH:24]=2)=[CH:15][CH:14]=1.O. (5) Reactant: S(=O)(=O)(O)O.[CH3:6][C:7]1[N:8]=[C:9]([C:17]2[CH:22]=[CH:21][C:20]([O:23][CH:24]=[C:25]([CH3:27])[CH3:26])=[C:19]([N:28]3[CH:32]=[N:31][N:30]=[N:29]3)[CH:18]=2)[S:10][C:11]=1[C:12]([O:14][CH2:15][CH3:16])=[O:13].[OH2:33]. Product: [OH:33][C:25]([CH3:27])([CH3:26])[CH2:24][O:23][C:20]1[CH:21]=[CH:22][C:17]([C:9]2[S:10][C:11]([C:12]([O:14][CH2:15][CH3:16])=[O:13])=[C:7]([CH3:6])[N:8]=2)=[CH:18][C:19]=1[N:28]1[CH:32]=[N:31][N:30]=[N:29]1. The catalyst class is: 13. (6) Reactant: [CH2:1]([O:8][C:9]1[CH:14]=[CH:13][C:12]([N:15]2[CH2:19][CH2:18][N:17]([CH:20]([CH:24]([CH3:26])[CH3:25])[C:21](O)=[O:22])[C:16]2=[O:27])=[CH:11][CH:10]=1)[C:2]1[CH:7]=[CH:6][CH:5]=[CH:4][CH:3]=1.C(N(C(C)C)CC)(C)C.ClC(OCC)=O.C[Si](C)(C)[O:45][NH2:46]. Product: [CH2:1]([O:8][C:9]1[CH:14]=[CH:13][C:12]([N:15]2[CH2:19][CH2:18][N:17]([CH:20]([CH:24]([CH3:25])[CH3:26])[C:21]([NH:46][OH:45])=[O:22])[C:16]2=[O:27])=[CH:11][CH:10]=1)[C:2]1[CH:7]=[CH:6][CH:5]=[CH:4][CH:3]=1. The catalyst class is: 49.